Dataset: Cav3 T-type calcium channel HTS with 100,875 compounds. Task: Binary Classification. Given a drug SMILES string, predict its activity (active/inactive) in a high-throughput screening assay against a specified biological target. (1) The compound is S(=O)(=O)(N(CC)CC)c1ccc(cc1)C(=O)Nc1cc(cc(c1)C)C. The result is 0 (inactive). (2) The compound is o1c(C2NC(=O)NC(=C2C(=O)Nc2c(cc(cc2)C)C)C)ccc1C. The result is 0 (inactive).